This data is from Full USPTO retrosynthesis dataset with 1.9M reactions from patents (1976-2016). The task is: Predict the reactants needed to synthesize the given product. (1) Given the product [CH3:8][N:9]([CH3:33])[CH2:10][CH:11]([O:14][CH2:15][CH2:16][CH2:17][CH2:18][CH2:19][CH2:20][CH2:21][CH2:22]/[CH:23]=[CH:24]\[CH2:25]/[CH:26]=[CH:27]\[CH2:28][CH2:29][CH2:30][CH2:31][CH3:32])[CH2:12][O:13][C:4](=[O:5])[CH2:3][CH2:2][C:1]([OH:6])=[O:7], predict the reactants needed to synthesize it. The reactants are: [C:1]1(=[O:7])[O:6][C:4](=[O:5])[CH2:3][CH2:2]1.[CH3:8][N:9]([CH3:33])[CH2:10][CH:11]([O:14][CH2:15][CH2:16][CH2:17][CH2:18][CH2:19][CH2:20][CH2:21][CH2:22]/[CH:23]=[CH:24]\[CH2:25]/[CH:26]=[CH:27]\[CH2:28][CH2:29][CH2:30][CH2:31][CH3:32])[CH2:12][OH:13]. (2) The reactants are: Cl[C:2]1[CH:10]=[CH:9][C:5]([C:6]([OH:8])=[O:7])=[CH:4][N:3]=1.[CH3:11][O:12][CH2:13][CH2:14][NH2:15]. Given the product [CH3:11][O:12][CH2:13][CH2:14][NH:15][C:2]1[CH:10]=[CH:9][C:5]([C:6]([OH:8])=[O:7])=[CH:4][N:3]=1, predict the reactants needed to synthesize it. (3) Given the product [CH3:5][O:6][CH:7]([O:10][CH3:11])[CH:8]([O:2][CH3:1])[O:9][CH3:12], predict the reactants needed to synthesize it. The reactants are: [CH:1](C=O)=[O:2].[CH3:5][O:6][CH:7]([O:10][CH3:11])[CH:8]=[O:9].[C:12]1(C)C=CC(S(O)(=O)=O)=CC=1.